This data is from TCR-epitope binding with 47,182 pairs between 192 epitopes and 23,139 TCRs. The task is: Binary Classification. Given a T-cell receptor sequence (or CDR3 region) and an epitope sequence, predict whether binding occurs between them. (1) The TCR CDR3 sequence is CASRPGQNYEQYF. The epitope is FSKQLQQSM. Result: 0 (the TCR does not bind to the epitope). (2) The epitope is GLCTLVAML. The TCR CDR3 sequence is CASSLGGLAGDYEQFF. Result: 0 (the TCR does not bind to the epitope).